This data is from TCR-epitope binding with 47,182 pairs between 192 epitopes and 23,139 TCRs. The task is: Binary Classification. Given a T-cell receptor sequence (or CDR3 region) and an epitope sequence, predict whether binding occurs between them. (1) The epitope is RISNCVADY. The TCR CDR3 sequence is CASSYGMGVGDRDTQYF. Result: 0 (the TCR does not bind to the epitope). (2) The epitope is IVTDFSVIK. The TCR CDR3 sequence is CASSFFTRGGEDEQYF. Result: 0 (the TCR does not bind to the epitope). (3) The epitope is HTDFSSEIIGY. The TCR CDR3 sequence is CSARDSVGNGYTF. Result: 0 (the TCR does not bind to the epitope). (4) The epitope is FTISVTTEIL. The TCR CDR3 sequence is CASSQDPTTGEQYF. Result: 1 (the TCR binds to the epitope). (5) The epitope is TEKSNIIRGW. The TCR CDR3 sequence is CASSLLNTEAFF. Result: 0 (the TCR does not bind to the epitope). (6) The epitope is ARMILMTHF. The TCR CDR3 sequence is CSVAHTGTEQYF. Result: 1 (the TCR binds to the epitope). (7) The epitope is FPRPWLHGL. The TCR CDR3 sequence is CASSFAGELFF. Result: 0 (the TCR does not bind to the epitope). (8) The epitope is RLFRKSNLK. The TCR CDR3 sequence is CASRFGTSGGELFF. Result: 0 (the TCR does not bind to the epitope).